From a dataset of Catalyst prediction with 721,799 reactions and 888 catalyst types from USPTO. Predict which catalyst facilitates the given reaction. (1) The catalyst class is: 1. Product: [CH3:23][N:2]([CH2:3][C:5]1[CH:6]=[C:7]2[C:12](=[CH:13][CH:14]=1)[CH2:11][CH:10]([NH:15][CH3:16])[CH2:9][CH2:8]2)[CH3:1]. Reactant: [CH3:1][N:2]([CH3:23])[C:3]([C:5]1[CH:6]=[C:7]2[C:12](=[CH:13][CH:14]=1)[CH2:11][CH:10]([NH:15][C:16](=O)OC(C)(C)C)[CH2:9][CH2:8]2)=O.[Li].[OH-].[Na+].[O-]S([O-])(=O)=O.[Mg+2]. (2) Reactant: [Cl:1][C:2]1[C:3]([F:41])=[C:4]([CH:8]2[C:12]3([C:16]4=[N:17][CH:18]=[C:19]([F:21])[CH:20]=[C:15]4[NH:14][C:13]3=[O:22])[CH:11]([CH2:23][C:24]([CH3:27])([CH3:26])[CH3:25])[NH:10][CH:9]2[C:28]([NH:30][C:31]2[CH:36]=[CH:35][C:34]([C:37]#[N:38])=[CH:33][C:32]=2[O:39][CH3:40])=[O:29])[CH:5]=[CH:6][CH:7]=1.[OH:42]O.[OH-].[Na+]. Product: [C:37]([C:34]1[CH:35]=[CH:36][C:31]([NH:30][C:28]([CH:9]2[NH:10][CH:11]([CH2:23][C:24]([CH3:27])([CH3:25])[CH3:26])[C:12]3([C:16]4=[N:17][CH:18]=[C:19]([F:21])[CH:20]=[C:15]4[NH:14][C:13]3=[O:22])[CH:8]2[C:4]2[CH:5]=[CH:6][CH:7]=[C:2]([Cl:1])[C:3]=2[F:41])=[O:29])=[C:32]([O:39][CH3:40])[CH:33]=1)(=[O:42])[NH2:38]. The catalyst class is: 16. (3) Reactant: Cl.[CH3:2][O:3][CH2:4][CH2:5][C:6]([NH2:8])=[NH:7].BrBr.C[O-].[Na+].[S-:14][C:15]#[N:16].[K+]. Product: [CH3:2][O:3][CH2:4][CH2:5][C:6]1[N:8]=[C:15]([NH2:16])[S:14][N:7]=1. The catalyst class is: 5. (4) Reactant: [CH3:1][C:2]1[CH:9]=[CH:8][C:5]([CH:6]=[O:7])=[CH:4][CH:3]=1.[N+:10]([CH3:13])([O-:12])=[O:11].[OH-].[Na+].C(O)(=O)C. Product: [CH3:1][C:2]1[CH:9]=[CH:8][C:5]([CH:6]([OH:7])[CH2:13][N+:10]([O-:12])=[O:11])=[CH:4][CH:3]=1. The catalyst class is: 14. (5) Reactant: [C:1]([Si:5]([CH3:16])([CH3:15])[O:6][C:7]1[CH:8]=[CH:9][C:10]([F:14])=[C:11]([OH:13])[CH:12]=1)([CH3:4])([CH3:3])[CH3:2].[Si:17](Cl)([C:30]([CH3:33])([CH3:32])[CH3:31])([C:24]1[CH:29]=[CH:28][CH:27]=[CH:26][CH:25]=1)[C:18]1[CH:23]=[CH:22][CH:21]=[CH:20][CH:19]=1.N1C=CN=C1. Product: [C:1]([Si:5]([CH3:16])([CH3:15])[O:6][C:7]1[CH:8]=[CH:9][C:10]([F:14])=[C:11]([O:13][Si:17]([C:30]([CH3:33])([CH3:32])[CH3:31])([C:24]2[CH:25]=[CH:26][CH:27]=[CH:28][CH:29]=2)[C:18]2[CH:23]=[CH:22][CH:21]=[CH:20][CH:19]=2)[CH:12]=1)([CH3:4])([CH3:3])[CH3:2]. The catalyst class is: 3. (6) Reactant: [CH:1]([O:4][CH:5]1[CH2:10][CH2:9][C@H:8]([NH:11][C:12](=[O:21])[O:13][CH2:14][C:15]2[CH:20]=[CH:19][CH:18]=[CH:17][CH:16]=2)[C@H:7]([CH2:22]SC(C)C)[CH2:6]1)([CH3:3])[CH3:2].O[O:28][S:29]([O-:31])=O.[K+].CCOC(C)=O.[CH3:39][CH:40](O)[CH3:41]. Product: [CH:1]([O:4][CH:5]1[CH2:10][CH2:9][C@H:8]([NH:11][C:12](=[O:21])[O:13][CH2:14][C:15]2[CH:20]=[CH:19][CH:18]=[CH:17][CH:16]=2)[C@H:7]([CH2:22][S:29]([CH:40]([CH3:41])[CH3:39])(=[O:31])=[O:28])[CH2:6]1)([CH3:3])[CH3:2]. The catalyst class is: 6. (7) Reactant: CN(C)C=O.[C:6]([C:9]1[CH:14]=[CH:13][N:12]=[CH:11][CH:10]=1)(=O)[CH3:7].[Br-].[CH2:16]([O:23][C:24]([CH2:26][P+](C1C=CC=CC=1)(C1C=CC=CC=1)C1C=CC=CC=1)=[O:25])[C:17]1[CH:22]=[CH:21][CH:20]=[CH:19][CH:18]=1.C(=O)([O-])[O-].[K+].[K+]. Product: [N:12]1[CH:13]=[CH:14][C:9]([C:6]([CH3:7])=[CH:26][C:24]([O:23][CH2:16][C:17]2[CH:18]=[CH:19][CH:20]=[CH:21][CH:22]=2)=[O:25])=[CH:10][CH:11]=1. The catalyst class is: 27. (8) Reactant: [N:1]1([CH:7]([C:10]2[CH:15]=[CH:14][CH:13]=[CH:12][N:11]=2)[CH2:8][NH2:9])[CH2:6][CH2:5][O:4][CH2:3][CH2:2]1.[Cl:16][C:17]1[CH:25]=[CH:24][C:23]([CH3:26])=[CH:22][C:18]=1[C:19](O)=[O:20].C1CN([P+](ON2N=NC3C=CC=CC2=3)(N2CCCC2)N2CCCC2)CC1.F[P-](F)(F)(F)(F)F.CCN(C(C)C)C(C)C. Product: [Cl:16][C:17]1[CH:25]=[CH:24][C:23]([CH3:26])=[CH:22][C:18]=1[C:19]([NH:9][CH2:8][CH:7]([N:1]1[CH2:6][CH2:5][O:4][CH2:3][CH2:2]1)[C:10]1[CH:15]=[CH:14][CH:13]=[CH:12][N:11]=1)=[O:20]. The catalyst class is: 2. (9) Reactant: [CH3:1][C:2]1[O:6][N:5]=[C:4]([C:7]([F:10])([F:9])[F:8])[C:3]=1[CH2:11]O.P(Br)(Br)[Br:14].O. Product: [Br:14][CH2:11][C:3]1[C:4]([C:7]([F:10])([F:9])[F:8])=[N:5][O:6][C:2]=1[CH3:1]. The catalyst class is: 27. (10) Reactant: [NH2:1][NH:2][C:3]([NH2:5])=[S:4].[C:6]([C:14]([OH:16])=O)(=O)[C:7]1[CH:12]=[CH:11][CH:10]=[CH:9][CH:8]=1.[OH-].[K+].[CH3:19]I. Product: [CH3:19][S:4][C:3]1[NH:5][C:14](=[O:16])[C:6]([C:7]2[CH:12]=[CH:11][CH:10]=[CH:9][CH:8]=2)=[N:1][N:2]=1. The catalyst class is: 72.